Dataset: NCI-60 drug combinations with 297,098 pairs across 59 cell lines. Task: Regression. Given two drug SMILES strings and cell line genomic features, predict the synergy score measuring deviation from expected non-interaction effect. (1) Drug 1: C1CN1P(=S)(N2CC2)N3CC3. Drug 2: CC(C)(C#N)C1=CC(=CC(=C1)CN2C=NC=N2)C(C)(C)C#N. Cell line: RXF 393. Synergy scores: CSS=-1.49, Synergy_ZIP=7.77, Synergy_Bliss=-1.63, Synergy_Loewe=-3.82, Synergy_HSA=-4.10. (2) Drug 1: C1CN1C2=NC(=NC(=N2)N3CC3)N4CC4. Drug 2: C1=C(C(=O)NC(=O)N1)F. Cell line: KM12. Synergy scores: CSS=44.8, Synergy_ZIP=-5.59, Synergy_Bliss=-5.78, Synergy_Loewe=-0.963, Synergy_HSA=2.20. (3) Drug 1: C1C(C(OC1N2C=C(C(=O)NC2=O)F)CO)O. Drug 2: CN(CCCl)CCCl.Cl. Cell line: MOLT-4. Synergy scores: CSS=50.6, Synergy_ZIP=0.842, Synergy_Bliss=2.17, Synergy_Loewe=-6.28, Synergy_HSA=2.22. (4) Drug 1: CC1=C2C(C(=O)C3(C(CC4C(C3C(C(C2(C)C)(CC1OC(=O)C(C(C5=CC=CC=C5)NC(=O)OC(C)(C)C)O)O)OC(=O)C6=CC=CC=C6)(CO4)OC(=O)C)OC)C)OC. Drug 2: CN1CCC(CC1)COC2=C(C=C3C(=C2)N=CN=C3NC4=C(C=C(C=C4)Br)F)OC. Cell line: HT29. Synergy scores: CSS=56.4, Synergy_ZIP=5.10, Synergy_Bliss=4.77, Synergy_Loewe=-12.3, Synergy_HSA=4.39.